This data is from Aqueous solubility values for 9,982 compounds from the AqSolDB database. The task is: Regression/Classification. Given a drug SMILES string, predict its absorption, distribution, metabolism, or excretion properties. Task type varies by dataset: regression for continuous measurements (e.g., permeability, clearance, half-life) or binary classification for categorical outcomes (e.g., BBB penetration, CYP inhibition). For this dataset (solubility_aqsoldb), we predict Y. (1) The molecule is CC(C)CCCCCOP(=S)([S-])OCCCCCC(C)C.CC(C)CCCCCOP(=S)([S-])OCCCCCC(C)C.[Zn+2]. The Y is -4.37 log mol/L. (2) The molecule is C[Si](C)(C)CCCN. The Y is -1.95 log mol/L. (3) The molecule is CCCCCCCC/C=C\CCCCCCCC(=O)O.NCCNCCN. The Y is -4.41 log mol/L.